This data is from Forward reaction prediction with 1.9M reactions from USPTO patents (1976-2016). The task is: Predict the product of the given reaction. (1) Given the reactants [Br:1][C:2]1[CH:3]=[C:4]([CH:22]=[CH:23][CH:24]=1)[NH:5][CH:6]=[C:7]([C:13](=[O:21])[C:14]1[CH:19]=[CH:18][CH:17]=[N:16][C:15]=1Cl)[C:8]([O:10][CH2:11][CH3:12])=[O:9].[H-].[Na+].O, predict the reaction product. The product is: [Br:1][C:2]1[CH:3]=[C:4]([N:5]2[C:15]3[C:14](=[CH:19][CH:18]=[CH:17][N:16]=3)[C:13](=[O:21])[C:7]([C:8]([O:10][CH2:11][CH3:12])=[O:9])=[CH:6]2)[CH:22]=[CH:23][CH:24]=1. (2) Given the reactants [CH3:1][C:2]1[N:7]=C(C#N)[C:5]([N:10]2[N:14]=[CH:13][CH:12]=[N:11]2)=[CH:4][CH:3]=1.[OH-:15].[Na+].[CH3:17][CH2:18][OH:19], predict the reaction product. The product is: [CH3:1][C:2]1[N:7]=[C:17]([C:18]([OH:15])=[O:19])[C:5]([N:10]2[N:14]=[CH:13][CH:12]=[N:11]2)=[CH:4][CH:3]=1. (3) Given the reactants I.CN([CH2:5][C:6]1[C:14]2[C:9](=[N:10][CH:11]=[CH:12][CH:13]=2)[NH:8][CH:7]=1)C.CI.C[O-].[Na+].[N+:20]([CH:23]([CH3:25])[CH3:24])([O-:22])=[O:21], predict the reaction product. The product is: [CH3:24][C:23]([N+:20]([O-:22])=[O:21])([CH3:25])[CH2:5][C:6]1[C:14]2[C:9](=[N:10][CH:11]=[CH:12][CH:13]=2)[NH:8][CH:7]=1. (4) Given the reactants [CH2:1]([O:3][P:4]([C:9]([F:28])([F:27])[CH2:10][C@@H:11]([OH:26])[C@@H:12]([OH:25])[C@@H:13]([OH:24])[CH2:14][NH:15][O:16][CH2:17][C:18]1[CH:23]=[CH:22][CH:21]=[CH:20][CH:19]=1)(=[O:8])[O:5]CC)[CH3:2].[OH-].[Na+:30], predict the reaction product. The product is: [Na+:30].[CH2:1]([O:3][P:4]([C:9]([F:28])([F:27])[CH2:10][C@@H:11]([OH:26])[C@@H:12]([OH:25])[C@@H:13]([OH:24])[CH2:14][NH:15][O:16][CH2:17][C:18]1[CH:23]=[CH:22][CH:21]=[CH:20][CH:19]=1)(=[O:5])[O-:8])[CH3:2]. (5) Given the reactants [Cl:1][C:2]1[CH:3]=[C:4]([N:9]2[C:13]([C:14]3[CH:19]=[CH:18][CH:17]=[C:16]([C:20]#[N:21])[CH:15]=3)=[CH:12][C:11]([C:22]([O:24]CC)=[O:23])=[N:10]2)[CH:5]=[CH:6][C:7]=1[F:8].ClC1C=C(N2C(C3C=C(F)C=C(Cl)C=3)=CC(C(O)=O)=N2)C=CC=1F, predict the reaction product. The product is: [Cl:1][C:2]1[CH:3]=[C:4]([N:9]2[C:13]([C:14]3[CH:19]=[CH:18][CH:17]=[C:16]([C:20]#[N:21])[CH:15]=3)=[CH:12][C:11]([C:22]([OH:24])=[O:23])=[N:10]2)[CH:5]=[CH:6][C:7]=1[F:8]. (6) The product is: [F:19][C:20]([F:33])([F:34])[C:21]1[CH:22]=[C:23]([CH:26]=[C:27]([C:29]([F:32])([F:30])[F:31])[CH:28]=1)[CH2:24][N:15]1[CH2:16][CH2:17][CH:12]([C:8]2[CH:7]=[C:6]([NH:5][C:3](=[O:4])[CH:2]([CH3:18])[CH3:1])[CH:11]=[CH:10][CH:9]=2)[CH2:13][CH2:14]1. Given the reactants [CH3:1][CH:2]([CH3:18])[C:3]([NH:5][C:6]1[CH:11]=[CH:10][CH:9]=[C:8]([CH:12]2[CH2:17][CH2:16][NH:15][CH2:14][CH2:13]2)[CH:7]=1)=[O:4].[F:19][C:20]([F:34])([F:33])[C:21]1[CH:22]=[C:23]([CH:26]=[C:27]([C:29]([F:32])([F:31])[F:30])[CH:28]=1)[CH2:24]Br.C(N(C(C)C)CC)(C)C.N, predict the reaction product. (7) Given the reactants [C:1]1([C:7]2[CH:11]=[CH:10][NH:9][N:8]=2)[CH:6]=[CH:5][CH:4]=[CH:3][CH:2]=1.C1(C2C=CN([CH2:23][CH2:24][C:25]#[C:26][Si:27]([CH3:30])([CH3:29])[CH3:28])N=2)C=CC=CC=1, predict the reaction product. The product is: [C:1]1([C:7]2[N:8]([CH2:23][CH2:24][C:25]#[C:26][Si:27]([CH3:30])([CH3:29])[CH3:28])[N:9]=[CH:10][CH:11]=2)[CH:2]=[CH:3][CH:4]=[CH:5][CH:6]=1. (8) Given the reactants [Cl:1][C:2]1[CH:7]=[CH:6][N:5]=[CH:4][C:3]=1B1OC(C)(C)C(C)(C)O1.Cl[C:18]1[N:23]=[C:22]([CH3:24])[N:21]=[C:20]([NH2:25])[CH:19]=1.C(=O)([O-])[O-].[Cs+].[Cs+], predict the reaction product. The product is: [Cl:1][C:2]1[CH:7]=[CH:6][N:5]=[CH:4][C:3]=1[C:18]1[N:23]=[C:22]([CH3:24])[N:21]=[C:20]([NH2:25])[CH:19]=1. (9) Given the reactants [S:1](=[O:5])(=[O:4])([OH:3])[OH:2].[CH3:6][O:7][C:8]1[CH:9]=[C:10]([C:14]2([CH2:24][CH2:25][CH2:26][N:27]([CH3:29])[CH3:28])[C:19]([CH3:21])([CH3:20])[CH2:18][C:17](=[O:22])[NH:16][C:15]2=[O:23])[CH:11]=[CH:12][CH:13]=1, predict the reaction product. The product is: [S:1](=[O:3])(=[O:2])([OH:5])[OH:4].[CH3:6][O:7][C:8]1[CH:9]=[C:10]([C:14]2([CH2:24][CH2:25][CH2:26][N:27]([CH3:29])[CH3:28])[C:19]([CH3:21])([CH3:20])[CH2:18][C:17](=[O:22])[NH:16][C:15]2=[O:23])[CH:11]=[CH:12][CH:13]=1.